Task: Regression. Given two drug SMILES strings and cell line genomic features, predict the synergy score measuring deviation from expected non-interaction effect.. Dataset: NCI-60 drug combinations with 297,098 pairs across 59 cell lines (1) Drug 1: CC(C1=C(C=CC(=C1Cl)F)Cl)OC2=C(N=CC(=C2)C3=CN(N=C3)C4CCNCC4)N. Drug 2: C1=NC2=C(N1)C(=S)N=CN2. Cell line: HCC-2998. Synergy scores: CSS=7.60, Synergy_ZIP=-10.8, Synergy_Bliss=-16.8, Synergy_Loewe=-20.8, Synergy_HSA=-16.6. (2) Drug 1: CC1=C(C=C(C=C1)NC2=NC=CC(=N2)N(C)C3=CC4=NN(C(=C4C=C3)C)C)S(=O)(=O)N.Cl. Drug 2: CC1=C(C=C(C=C1)C(=O)NC2=CC(=CC(=C2)C(F)(F)F)N3C=C(N=C3)C)NC4=NC=CC(=N4)C5=CN=CC=C5. Cell line: CAKI-1. Synergy scores: CSS=41.1, Synergy_ZIP=6.09, Synergy_Bliss=8.40, Synergy_Loewe=13.3, Synergy_HSA=13.5. (3) Drug 1: CC1C(C(CC(O1)OC2CC(OC(C2O)C)OC3=CC4=CC5=C(C(=O)C(C(C5)C(C(=O)C(C(C)O)O)OC)OC6CC(C(C(O6)C)O)OC7CC(C(C(O7)C)O)OC8CC(C(C(O8)C)O)(C)O)C(=C4C(=C3C)O)O)O)O. Drug 2: CC1CCCC2(C(O2)CC(NC(=O)CC(C(C(=O)C(C1O)C)(C)C)O)C(=CC3=CSC(=N3)C)C)C. Cell line: LOX IMVI. Synergy scores: CSS=68.9, Synergy_ZIP=2.18, Synergy_Bliss=0.267, Synergy_Loewe=-0.600, Synergy_HSA=0.115. (4) Drug 1: COC1=C(C=C2C(=C1)N=CN=C2NC3=CC(=C(C=C3)F)Cl)OCCCN4CCOCC4. Drug 2: CN(CCCl)CCCl.Cl. Cell line: RPMI-8226. Synergy scores: CSS=32.2, Synergy_ZIP=5.14, Synergy_Bliss=8.71, Synergy_Loewe=4.08, Synergy_HSA=4.81.